Dataset: Reaction yield outcomes from USPTO patents with 853,638 reactions. Task: Predict the reaction yield, written as a fraction of the theoretical maximum amount of product (1.0 means a 100% yield; for example, 0.34 means a 34% yield). The catalyst is C(OCC)(=O)C.CO.[Pd]. The reactants are [C:1]([O:5][C:6]([N:8]1[CH2:11][C:10]([C:13]2[CH:18]=[CH:17][C:16]([O:19]CC3C=CC=CC=3)=[CH:15][C:14]=2[O:27]CC2C=CC=CC=2)(O)[CH2:9]1)=[O:7])([CH3:4])([CH3:3])[CH3:2]. The yield is 0.280. The product is [C:1]([O:5][C:6]([N:8]1[CH2:9][CH:10]([C:13]2[CH:18]=[CH:17][C:16]([OH:19])=[CH:15][C:14]=2[OH:27])[CH2:11]1)=[O:7])([CH3:4])([CH3:2])[CH3:3].